Dataset: Full USPTO retrosynthesis dataset with 1.9M reactions from patents (1976-2016). Task: Predict the reactants needed to synthesize the given product. (1) Given the product [Br:1][C:2]1[CH:11]=[C:10]2[C:5]([CH:6]=[CH:7][N:8]=[C:9]2[O:24][C:25]2[CH:30]=[CH:29][CH:28]=[CH:27][CH:26]=2)=[CH:4][CH:3]=1, predict the reactants needed to synthesize it. The reactants are: [Br:1][C:2]1[CH:11]=[C:10]2[C:5]([CH:6]=[CH:7][N:8]=[C:9]2Cl)=[CH:4][CH:3]=1.BrC1C=C2C(=CC=1)C([O:24][C:25]1[CH:30]=[CH:29][CH:28]=[CH:27][CH:26]=1)=NC=C2. (2) Given the product [Cl:1][C:2]1[C:7]([F:8])=[CH:6][N:5]2[C:18](=[O:20])[NH:12][C:10](=[O:11])[C:9]([CH:13]3[CH2:15][CH2:14]3)=[C:4]2[C:3]=1[CH3:16], predict the reactants needed to synthesize it. The reactants are: [Cl:1][C:2]1[C:7]([F:8])=[CH:6][N:5]=[C:4]([CH:9]([CH:13]2[CH2:15][CH2:14]2)[C:10]([NH2:12])=[O:11])[C:3]=1[CH3:16].Cl[C:18](Cl)([O:20]C(=O)OC(Cl)(Cl)Cl)Cl.CC(C)([O-])C.[K+].O.